From a dataset of Forward reaction prediction with 1.9M reactions from USPTO patents (1976-2016). Predict the product of the given reaction. (1) Given the reactants [C:1]([O:18][CH2:19][CH:20]([O:31][C:32](=[O:48])[CH2:33][CH2:34][CH2:35][CH2:36][CH2:37][CH2:38][CH2:39][CH2:40][CH2:41][CH2:42][CH2:43][CH2:44][CH2:45][CH2:46][CH3:47])[C:21]([O:23]CC1C=CC=CC=1)=[O:22])(=[O:17])[CH2:2][CH2:3][CH2:4][CH2:5][CH2:6][CH2:7][CH2:8][CH2:9][CH2:10][CH2:11][CH2:12][CH2:13][CH2:14][CH2:15][CH3:16], predict the reaction product. The product is: [C:32]([O:31][CH:20]([CH2:19][O:18][C:1](=[O:17])[CH2:2][CH2:3][CH2:4][CH2:5][CH2:6][CH2:7][CH2:8][CH2:9][CH2:10][CH2:11][CH2:12][CH2:13][CH2:14][CH2:15][CH3:16])[C:21]([OH:23])=[O:22])(=[O:48])[CH2:33][CH2:34][CH2:35][CH2:36][CH2:37][CH2:38][CH2:39][CH2:40][CH2:41][CH2:42][CH2:43][CH2:44][CH2:45][CH2:46][CH3:47]. (2) The product is: [NH2:19][C:13]1[CH:14]=[CH:15][C:16]([CH3:18])=[CH:17][C:12]=1[NH:11][CH2:10][CH:9]([OH:22])[CH2:8][C:5]1[CH:4]=[CH:3][C:2]([Cl:1])=[CH:7][CH:6]=1. Given the reactants [Cl:1][C:2]1[CH:7]=[CH:6][C:5]([CH2:8][CH:9]([OH:22])[CH2:10][NH:11][C:12]2[CH:17]=[C:16]([CH3:18])[CH:15]=[CH:14][C:13]=2[N+:19]([O-])=O)=[CH:4][CH:3]=1, predict the reaction product. (3) The product is: [C:1]([C:3]1[CH:4]=[C:5]([C:13]2[O:15][N:16]=[C:17]([C:18]3[CH:19]=[CH:20][C:21]([CH2:37][CH2:38][C:39]([O:41][CH2:42][CH3:43])=[O:40])=[C:22]4[C:26]=3[NH:25][CH:24]=[CH:23]4)[N:44]=2)[CH:6]=[CH:7][C:8]=1[O:9][CH:10]([CH3:12])[CH3:11])#[N:2]. Given the reactants [C:1]([C:3]1[CH:4]=[C:5]([C:13]([O:15][NH:16]/[C:17](=[N:44]\[H])/[C:18]2[CH:19]=[CH:20][C:21]([CH2:37][CH2:38][C:39]([O:41][CH2:42][CH3:43])=[O:40])=[C:22]3[C:26]=2[N:25](S(C2C=CC(C)=CC=2)(=O)=O)[CH:24]=[CH:23]3)=O)[CH:6]=[CH:7][C:8]=1[O:9][CH:10]([CH3:12])[CH3:11])#[N:2].CCCC[N+](CCCC)(CCCC)CCCC.[F-].CCOC(C)=O, predict the reaction product. (4) Given the reactants [CH2:1]([C:3]1[CH:16]=[CH:15][C:6]([O:7][C:8]2[CH:13]=[CH:12][CH:11]=[C:10](F)[N:9]=2)=[C:5]([O:17][CH3:18])[CH:4]=1)[CH3:2].[CH2:19]([NH2:23])[CH2:20][CH2:21][CH3:22], predict the reaction product. The product is: [CH2:19]([NH:23][C:10]1[CH:11]=[CH:12][CH:13]=[C:8]([O:7][C:6]2[CH:15]=[CH:16][C:3]([CH2:1][CH3:2])=[CH:4][C:5]=2[O:17][CH3:18])[N:9]=1)[CH2:20][CH2:21][CH3:22]. (5) Given the reactants Cl.[CH3:2][S:3][CH2:4][C:5]1[N:9]=[C:8]([CH2:10][N:11]2[C:16]3[CH:17]=[C:18]([C:20]4[CH:25]=[CH:24][CH:23]=[CH:22][CH:21]=4)[S:19][C:15]=3[C:14](=[O:26])[N:13]([CH:27]3[CH2:32][CH2:31][NH:30][CH2:29][CH2:28]3)[C:12]2=[O:33])[O:7][N:6]=1.[CH2:34]([O:36][C:37]1[C:46]([O:47][CH3:48])=[CH:45][C:44]2[C:43]([C:49]3[CH:57]=[CH:56][C:52]([C:53](O)=[O:54])=[CH:51][CH:50]=3)=[N:42][C@@H:41]3[CH2:58][CH2:59][S:60][CH2:61][C@@H:40]3[C:39]=2[CH:38]=1)[CH3:35].CN(C(ON1N=NC2C=CC=CC1=2)=[N+](C)C)C.F[P-](F)(F)(F)(F)F.CCN(C(C)C)C(C)C.C(=O)(O)[O-].[Na+], predict the reaction product. The product is: [CH2:34]([O:36][C:37]1[C:46]([O:47][CH3:48])=[CH:45][C:44]2[C:43]([C:49]3[CH:50]=[CH:51][C:52]([C:53]([N:30]4[CH2:31][CH2:32][CH:27]([N:13]5[C:14](=[O:26])[C:15]6[S:19][C:18]([C:20]7[CH:25]=[CH:24][CH:23]=[CH:22][CH:21]=7)=[CH:17][C:16]=6[N:11]([CH2:10][C:8]6[O:7][N:6]=[C:5]([CH2:4][S:3][CH3:2])[N:9]=6)[C:12]5=[O:33])[CH2:28][CH2:29]4)=[O:54])=[CH:56][CH:57]=3)=[N:42][C@@H:41]3[CH2:58][CH2:59][S:60][CH2:61][C@@H:40]3[C:39]=2[CH:38]=1)[CH3:35].